From a dataset of Full USPTO retrosynthesis dataset with 1.9M reactions from patents (1976-2016). Predict the reactants needed to synthesize the given product. (1) The reactants are: C([Li])CCC.CC1CCCN(C)C1(C)C.[Cl:16][C:17]1[N:25]=[CH:24][N:23]=[C:22]2[C:18]=1[N:19]=[CH:20][N:21]2[CH:26]1[CH2:30][CH2:29][CH2:28][O:27]1.ClC1N=C2C(N=CN2C2CCCO2)=C(Cl)N=1.[CH2:47]([Sn:51](Cl)([CH2:56][CH2:57][CH2:58][CH3:59])[CH2:52][CH2:53][CH2:54][CH3:55])[CH2:48][CH2:49][CH3:50]. Given the product [Cl:16][C:17]1[N:25]=[C:24]([Sn:51]([CH2:52][CH2:53][CH2:54][CH3:55])([CH2:56][CH2:57][CH2:58][CH3:59])[CH2:47][CH2:48][CH2:49][CH3:50])[N:23]=[C:22]2[C:18]=1[N:19]=[CH:20][N:21]2[CH:26]1[CH2:30][CH2:29][CH2:28][O:27]1, predict the reactants needed to synthesize it. (2) Given the product [N+:1]([C:4]1[CH:9]=[CH:8][C:7]2[C:18]3[CH2:19][C:15]([C:6]=2[CH:5]=1)=[CH:16][CH:17]=3)([O-:3])=[O:2], predict the reactants needed to synthesize it. The reactants are: [N+:1]([C:4]1[C:5]#[C:6][CH:7]=[CH:8][CH:9]=1)([O-:3])=[O:2].[N+](C1C=[CH:15][CH:16]=[C:17](N)[C:18]=1[C:19](O)=O)([O-])=O.C(C1C=CC=C1)(C)C. (3) Given the product [NH2:19][CH:15]1[CH2:16][CH2:17][CH2:18][CH:13]([C:7]2[CH:6]=[CH:5][C:4]([C:1]([NH2:2])=[O:3])=[C:12]3[C:8]=2[CH:9]=[CH:10][NH:11]3)[CH2:14]1, predict the reactants needed to synthesize it. The reactants are: [C:1]([C:4]1[CH:5]=[CH:6][C:7]([CH:13]2[CH2:18][CH2:17][CH2:16][CH:15]([NH:19]C(=O)OC(C)(C)C)[CH2:14]2)=[C:8]2[C:12]=1[NH:11][CH:10]=[CH:9]2)(=[O:3])[NH2:2]. (4) The reactants are: [OH:1][CH2:2][C:3]1[S:7][C:6]([CH2:8][C:9]([O:11]C)=[O:10])=[CH:5][CH:4]=1.[OH-].[Li+].Cl. Given the product [OH:1][CH2:2][C:3]1[S:7][C:6]([CH2:8][C:9]([OH:11])=[O:10])=[CH:5][CH:4]=1, predict the reactants needed to synthesize it. (5) Given the product [CH2:25]([O:15][C:13]1[C:12]2[C:7](=[CH:8][CH:9]=[CH:10][CH:11]=2)[N:6]=[C:5]2[N:4]([C:16]3[CH:21]=[CH:20][CH:19]=[CH:18][N:17]=3)[N:3]=[C:2]([CH3:1])[C:14]=12)[CH3:26], predict the reactants needed to synthesize it. The reactants are: [CH3:1][C:2]1[C:14]2[C:13](=[O:15])[C:12]3[C:7](=[CH:8][CH:9]=[CH:10][CH:11]=3)[NH:6][C:5]=2[N:4]([C:16]2[CH:21]=[CH:20][CH:19]=[CH:18][N:17]=2)[N:3]=1.[H-].[Na+].I[CH2:25][CH3:26]. (6) Given the product [C:34]1([CH2:40][CH2:41][CH2:42][CH2:43][CH2:44][CH2:45][NH:46][C:4](=[O:3])[C:5]2[CH:10]=[C:9]([C:11]3[CH:16]=[CH:15][CH:14]=[C:13]([C:17]([F:18])([F:19])[F:20])[CH:12]=3)[C:8]([O:21][CH2:22][CH2:23][OH:24])=[C:7]([C:25]3[CH:30]=[CH:29][C:28]([O:31][CH3:32])=[CH:27][CH:26]=3)[CH:6]=2)[CH:39]=[CH:38][CH:37]=[CH:36][CH:35]=1, predict the reactants needed to synthesize it. The reactants are: C([O:3][C:4](=O)[C:5]1[CH:10]=[C:9]([C:11]2[CH:16]=[CH:15][CH:14]=[C:13]([C:17]([F:20])([F:19])[F:18])[CH:12]=2)[C:8]([O:21][CH2:22][CH2:23][OH:24])=[C:7]([C:25]2[CH:30]=[CH:29][C:28]([O:31][CH3:32])=[CH:27][CH:26]=2)[CH:6]=1)C.[C:34]1([CH2:40][CH2:41][CH2:42][CH2:43][CH2:44][CH2:45][NH2:46])[CH:39]=[CH:38][CH:37]=[CH:36][CH:35]=1.